From a dataset of Forward reaction prediction with 1.9M reactions from USPTO patents (1976-2016). Predict the product of the given reaction. (1) Given the reactants [C:1]1([CH:7]2[CH2:12][C:11](=O)[CH2:10][C:9](=[O:14])[CH2:8]2)[CH:6]=[CH:5][CH:4]=[CH:3][CH:2]=1.[F:15][C:16]([F:25])([F:24])[C:17]1[CH:18]=[C:19]([CH:21]=[CH:22][CH:23]=1)[NH2:20].FC(F)(F)S([O-])(=O)=O.[Yb+3].FC(F)(F)S([O-])(=O)=O.FC(F)(F)S([O-])(=O)=O.CN(C)C=O, predict the reaction product. The product is: [C:1]1([CH:7]2[CH2:8][C:9](=[O:14])[CH:10]=[C:11]([NH:20][C:19]3[CH:21]=[CH:22][CH:23]=[C:17]([C:16]([F:15])([F:24])[F:25])[CH:18]=3)[CH2:12]2)[CH:2]=[CH:3][CH:4]=[CH:5][CH:6]=1. (2) Given the reactants [CH3:1][N:2]([CH3:23])[CH2:3][CH2:4][O:5][C:6]1[CH:7]=[C:8]([CH3:22])[C:9]2[CH:13]([CH2:14][C:15]([O:17]CC)=[O:16])[O:12][B:11]([OH:20])[C:10]=2[CH:21]=1.[Li+].[OH-].[ClH:26], predict the reaction product. The product is: [ClH:26].[CH3:23][N:2]([CH3:1])[CH2:3][CH2:4][O:5][C:6]1[CH:7]=[C:8]([CH3:22])[C:9]2[CH:13]([CH2:14][C:15]([OH:17])=[O:16])[O:12][B:11]([OH:20])[C:10]=2[CH:21]=1. (3) Given the reactants [C:1]1([CH3:7])[CH:6]=[CH:5][CH:4]=[CH:3][CH:2]=1.[CH:8]([N:11](CC)C(C)C)(C)[CH3:9].Cl[C:18]1[CH:23]=[N:22]NC(=O)[C:19]=1Cl.P([O-])([O-])([O-])=[O:27], predict the reaction product. The product is: [CH2:7]([N:11]1[CH2:8][CH2:9][NH:22][CH2:23][CH:18]1[CH2:19][OH:27])[C:1]1[CH:6]=[CH:5][CH:4]=[CH:3][CH:2]=1.